Dataset: Forward reaction prediction with 1.9M reactions from USPTO patents (1976-2016). Task: Predict the product of the given reaction. (1) Given the reactants [H-].[Na+].[CH3:3][O:4][C:5]1[CH:6]=[C:7]2[C:11](=[CH:12][C:13]=1[O:14][CH3:15])[NH:10][C:9](=[O:16])[C:8]2=[O:17].[CH3:18][O:19][C:20]1[CH:25]=[C:24]([O:26][CH3:27])[CH:23]=[CH:22][C:21]=1Br.[Mg].[Cl-].[NH4+], predict the reaction product. The product is: [CH3:18][O:19][C:20]1[CH:25]=[C:24]([O:26][CH3:27])[CH:23]=[CH:22][C:21]=1[C:8]1([OH:17])[C:7]2[C:11](=[CH:12][C:13]([O:14][CH3:15])=[C:5]([O:4][CH3:3])[CH:6]=2)[NH:10][C:9]1=[O:16]. (2) Given the reactants [CH3:1][C:2]1[CH:3]=[C:4]([CH3:34])[C:5]2[O:9][C:8]([NH:10][C:11]3[CH:16]=[CH:15][C:14]([C:17]4[C:25]5[C:20](=[N:21][CH:22]=[N:23][C:24]=5[NH2:26])[N:19]([CH:27]5[CH2:32][CH2:31][NH:30][CH2:29][CH2:28]5)[N:18]=4)=[CH:13][CH:12]=3)=[N:7][C:6]=2[CH:33]=1.C(N(CC)CC)C.[C:42](Cl)(=[O:46])[CH:43]([CH3:45])[CH3:44].CO, predict the reaction product. The product is: [NH2:26][C:24]1[N:23]=[CH:22][N:21]=[C:20]2[N:19]([CH:27]3[CH2:32][CH2:31][N:30]([C:42](=[O:46])[CH:43]([CH3:45])[CH3:44])[CH2:29][CH2:28]3)[N:18]=[C:17]([C:14]3[CH:15]=[CH:16][C:11]([NH:10][C:8]4[O:9][C:5]5[C:4]([CH3:34])=[CH:3][C:2]([CH3:1])=[CH:33][C:6]=5[N:7]=4)=[CH:12][CH:13]=3)[C:25]=12. (3) Given the reactants [O:1]([C:8]1[CH:13]=[CH:12][C:11]([C:14]2[N:22]=[C:21]([CH:23]3[CH2:28][CH2:27][NH:26][CH2:25][CH2:24]3)[CH:20]=[CH:19][C:15]=2[C:16]([NH2:18])=[O:17])=[CH:10][CH:9]=1)[C:2]1[CH:7]=[CH:6][CH:5]=[CH:4][CH:3]=1.Cl[CH2:30][CH2:31][S:32](Cl)(=[O:34])=[O:33].O, predict the reaction product. The product is: [O:1]([C:8]1[CH:9]=[CH:10][C:11]([C:14]2[N:22]=[C:21]([CH:23]3[CH2:28][CH2:27][N:26]([S:32]([CH:31]=[CH2:30])(=[O:34])=[O:33])[CH2:25][CH2:24]3)[CH:20]=[CH:19][C:15]=2[C:16]([NH2:18])=[O:17])=[CH:12][CH:13]=1)[C:2]1[CH:7]=[CH:6][CH:5]=[CH:4][CH:3]=1. (4) The product is: [F:3][C:4]1[CH:5]=[C:6]2[C:11](=[C:12]([F:14])[CH:13]=1)[O:10][CH2:9][C:8]([C:15]([OH:18])=[O:1])=[CH:7]2. Given the reactants [OH-:1].[Na+].[F:3][C:4]1[CH:5]=[C:6]2[C:11](=[C:12]([F:14])[CH:13]=1)[O:10][CH2:9][C:8]([C:15]#N)=[CH:7]2.Cl.[OH2:18], predict the reaction product. (5) The product is: [CH2:30]([N:33]([CH2:34][CH2:35][CH3:36])[C:9]([C:8]1[CH:7]=[C:6]([CH:14]=[C:13]([CH2:15][OH:16])[CH:12]=1)[C:4]([O:3][CH2:1][CH3:2])=[O:5])=[O:11])[CH2:31][CH3:32]. Given the reactants [CH2:1]([O:3][C:4]([C:6]1[CH:7]=[C:8]([CH:12]=[C:13]([CH2:15][OH:16])[CH:14]=1)[C:9]([OH:11])=O)=[O:5])[CH3:2].C(Cl)CCl.C(N(C(C)C)CC)(C)C.[CH2:30]([NH:33][CH2:34][CH2:35][CH3:36])[CH2:31][CH3:32], predict the reaction product. (6) Given the reactants O[C@H:2]1[CH2:6][N:5]([C:7]([O:9][C:10]([CH3:13])([CH3:12])[CH3:11])=[O:8])[C@@H:4]([C:14]([O:16][CH3:17])=[O:15])[CH2:3]1.COCCN(S(F)(F)[F:28])CCOC, predict the reaction product. The product is: [F:28][C@@H:2]1[CH2:6][N:5]([C:7]([O:9][C:10]([CH3:13])([CH3:12])[CH3:11])=[O:8])[C@H:4]([C:14]([O:16][CH3:17])=[O:15])[CH2:3]1. (7) Given the reactants Cl.[CH3:2][N:3]([CH2:5][C:6]1[CH:13]=[CH:12][C:9]([CH:10]=O)=[CH:8][CH:7]=1)[CH3:4].[I:14][C:15]1[CH:16]=[C:17]([NH:26][NH2:27])[CH:18]=[CH:19][C:20]=1[C:21]1[O:25][CH:24]=[N:23][CH:22]=1, predict the reaction product. The product is: [I:14][C:15]1[CH:16]=[C:17]([NH:26][N:27]=[CH:10][C:9]2[CH:12]=[CH:13][C:6]([CH2:5][N:3]([CH3:4])[CH3:2])=[CH:7][CH:8]=2)[CH:18]=[CH:19][C:20]=1[C:21]1[O:25][CH:24]=[N:23][CH:22]=1. (8) Given the reactants F[C:2]1[N:7]2[CH:8]=[C:9]([CH2:11][N:12]([CH3:23])[CH:13]3[C:22]4[N:21]=[CH:20][CH:19]=[CH:18][C:17]=4[CH2:16][CH2:15][CH2:14]3)[N:10]=[C:6]2[CH:5]=[CH:4][CH:3]=1.F[C:25](F)(F)[C:26](O)=O, predict the reaction product. The product is: [CH3:23][N:12]([CH2:11][C:9]1[N:10]=[C:6]2[CH:5]=[CH:4][CH:3]=[C:2]([N:12]3[CH2:26][CH2:25][CH:8]([NH:7][CH3:6])[CH2:9][CH2:11]3)[N:7]2[CH:8]=1)[CH:13]1[C:22]2[N:21]=[CH:20][CH:19]=[CH:18][C:17]=2[CH2:16][CH2:15][CH2:14]1. (9) Given the reactants [OH:1][C:2]([CH3:31])([CH3:30])[CH:3]([NH:15][C:16]([N:18]1[CH2:23][C:22](=[O:24])[NH:21][C:20]2[CH:25]=[C:26]([CH3:29])[CH:27]=[N:28][C:19]1=2)=[O:17])[C:4]1[CH:9]=[CH:8][C:7]([O:10][C:11]([F:14])([F:13])[F:12])=[CH:6][CH:5]=1, predict the reaction product. The product is: [OH:1][C:2]([CH3:31])([CH3:30])[C@@H:3]([NH:15][C:16]([N:18]1[CH2:23][C:22](=[O:24])[NH:21][C:20]2[CH:25]=[C:26]([CH3:29])[CH:27]=[N:28][C:19]1=2)=[O:17])[C:4]1[CH:9]=[CH:8][C:7]([O:10][C:11]([F:14])([F:12])[F:13])=[CH:6][CH:5]=1. (10) Given the reactants N[C:2]1[C:3]([CH3:13])=[CH:4][C:5]([CH3:12])=[C:6]([CH:11]=1)[C:7]([O:9][CH3:10])=[O:8].[OH:14]S(O)(=O)=O.N([O-])=O.[Na+], predict the reaction product. The product is: [OH:14][C:2]1[C:3]([CH3:13])=[CH:4][C:5]([CH3:12])=[C:6]([CH:11]=1)[C:7]([O:9][CH3:10])=[O:8].